This data is from Forward reaction prediction with 1.9M reactions from USPTO patents (1976-2016). The task is: Predict the product of the given reaction. Given the reactants [NH2:1][C@@H:2]([C:7]1[CH:12]=[CH:11][CH:10]=[C:9]([F:13])[CH:8]=1)[CH2:3][C:4]([OH:6])=[O:5].[OH-].[Na+].[CH3:16][C:17]([O:20][C:21](O[C:21]([O:20][C:17]([CH3:19])([CH3:18])[CH3:16])=[O:22])=[O:22])([CH3:19])[CH3:18].Cl, predict the reaction product. The product is: [C:21]([NH:1][C@@H:2]([C:7]1[CH:12]=[CH:11][CH:10]=[C:9]([F:13])[CH:8]=1)[CH2:3][C:4]([OH:6])=[O:5])([O:20][C:17]([CH3:19])([CH3:18])[CH3:16])=[O:22].